From a dataset of Full USPTO retrosynthesis dataset with 1.9M reactions from patents (1976-2016). Predict the reactants needed to synthesize the given product. Given the product [C:1]([C:5]1[O:9][N:8]=[C:7]([NH:10][C:11]([NH:13][C:14]2[CH:15]=[CH:16][C:17]([C:20]3[N:21]=[C:22]4[N:26]([CH:27]=3)[C:25]3[CH:28]=[CH:29][C:30]([CH2:32][CH2:33][CH2:34][N:36]5[CH2:41][CH2:40][N:39]([CH2:42][CH3:43])[CH2:38][CH2:37]5)=[CH:31][C:24]=3[S:23]4)=[CH:18][CH:19]=2)=[O:12])[CH:6]=1)([CH3:4])([CH3:2])[CH3:3], predict the reactants needed to synthesize it. The reactants are: [C:1]([C:5]1[O:9][N:8]=[C:7]([NH:10][C:11]([NH:13][C:14]2[CH:19]=[CH:18][C:17]([C:20]3[N:21]=[C:22]4[N:26]([CH:27]=3)[C:25]3[CH:28]=[CH:29][C:30]([CH2:32][CH2:33][C:34]([N:36]5[CH2:41][CH2:40][N:39]([CH2:42][CH3:43])[CH2:38][CH2:37]5)=O)=[CH:31][C:24]=3[S:23]4)=[CH:16][CH:15]=2)=[O:12])[CH:6]=1)([CH3:4])([CH3:3])[CH3:2].S(C)C.